Dataset: Forward reaction prediction with 1.9M reactions from USPTO patents (1976-2016). Task: Predict the product of the given reaction. (1) The product is: [O:1]=[C:2]1[N:8]([CH:9]2[CH2:10][CH2:11][N:12]([C:15]([O:17][C@H:18]([CH2:19][C:20]3[CH:29]=[C:28]([CH3:30])[C:23]4[NH:24][C:25](=[O:27])[O:26][C:22]=4[CH:21]=3)[C:31]([N:38]3[CH2:39][CH2:40][CH:41]([N:44]4[CH2:45][CH2:46][N:47]([C:50](=[O:52])[CH3:51])[CH2:48][CH2:49]4)[CH2:42][CH2:43]3)=[O:33])=[O:16])[CH2:13][CH2:14]2)[CH2:7][CH2:6][C:5]2[CH:34]=[CH:35][CH:36]=[CH:37][C:4]=2[NH:3]1. Given the reactants [O:1]=[C:2]1[N:8]([CH:9]2[CH2:14][CH2:13][N:12]([C:15]([O:17][C@@H:18]([C:31]([OH:33])=O)[CH2:19][C:20]3[CH:29]=[C:28]([CH3:30])[C:23]4[NH:24][C:25](=[O:27])[O:26][C:22]=4[CH:21]=3)=[O:16])[CH2:11][CH2:10]2)[CH2:7][CH2:6][C:5]2[CH:34]=[CH:35][CH:36]=[CH:37][C:4]=2[NH:3]1.[NH:38]1[CH2:43][CH2:42][CH:41]([N:44]2[CH2:49][CH2:48][N:47]([C:50](=[O:52])[CH3:51])[CH2:46][CH2:45]2)[CH2:40][CH2:39]1, predict the reaction product. (2) Given the reactants C[O:2][CH:3](OC)[CH2:4][CH:5]([CH3:25])[C:6]([C:8]1[N:12]([C:13]2[CH:18]=[CH:17][C:16]([O:19][CH3:20])=[CH:15][CH:14]=2)[N:11]=[C:10]([CH2:21][CH3:22])[C:9]=1[C:23]#[N:24])=O.CN.Cl.O, predict the reaction product. The product is: [CH2:21]([C:10]1[C:9]([C:23]#[N:24])=[C:8]([C:6]2[O:2][CH:3]=[CH:4][C:5]=2[CH3:25])[N:12]([C:13]2[CH:14]=[CH:15][C:16]([O:19][CH3:20])=[CH:17][CH:18]=2)[N:11]=1)[CH3:22]. (3) The product is: [CH3:1][O:2][C:3]1[C:12]([CH3:13])=[C:11]2[C:6]([C:7]([O:20][CH:31]3[CH2:30][CH:29]4[N:33]([C:34](=[O:45])[N:35]([CH3:44])[CH2:36][CH2:37][CH2:38][CH2:39][CH:40]=[CH:41][CH:42]5[C:26]([C:24]([OH:25])=[O:23])([NH:27][C:28]4=[O:47])[CH2:43]5)[CH2:32]3)=[N:8][C:9]([C:14]3[CH:15]=[CH:16][CH:17]=[CH:18][CH:19]=3)=[N:10]2)=[CH:5][CH:4]=1. Given the reactants [CH3:1][O:2][C:3]1[C:12]([CH3:13])=[C:11]2[C:6]([C:7]([OH:20])=[N:8][C:9]([C:14]3[CH:19]=[CH:18][CH:17]=[CH:16][CH:15]=3)=[N:10]2)=[CH:5][CH:4]=1.C([O:23][C:24]([C:26]12[CH2:43][CH:42]1[CH:41]=[CH:40][CH2:39][CH2:38][CH2:37][CH2:36][N:35]([CH3:44])[C:34](=[O:45])[N:33]1[CH:29]([CH2:30][CH:31](O)[CH2:32]1)[C:28](=[O:47])[NH:27]2)=[O:25])C, predict the reaction product. (4) Given the reactants [C:1]([O:5][C@@H:6]([C:12]1[C:37]([CH3:38])=[N:36][C:35]2=[CH:39][C:32]3=[N:33][N:34]2[C:13]=1[N:14]1[CH2:42][CH2:41][C:17]([CH3:43])([O:18][CH2:19][CH2:20][CH2:21][CH2:22][C:23]2[CH:24]=[C:25]([CH3:40])[CH:26]=[CH:27][C:28]=2[CH2:29][O:30][CH2:31]3)[CH2:16][CH2:15]1)[C:7]([O:9]CC)=[O:8])([CH3:4])([CH3:3])[CH3:2].[OH-].[Na+], predict the reaction product. The product is: [C:1]([O:5][C@@H:6]([C:12]1[C:37]([CH3:38])=[N:36][C:35]2=[CH:39][C:32]3=[N:33][N:34]2[C:13]=1[N:14]1[CH2:15][CH2:16][C:17]([CH3:43])([O:18][CH2:19][CH2:20][CH2:21][CH2:22][C:23]2[CH:24]=[C:25]([CH3:40])[CH:26]=[CH:27][C:28]=2[CH2:29][O:30][CH2:31]3)[CH2:41][CH2:42]1)[C:7]([OH:9])=[O:8])([CH3:4])([CH3:2])[CH3:3]. (5) Given the reactants [C:1]([C:3]1[CH:4]=[C:5]2[C:9](=[CH:10][CH:11]=1)[NH:8][C:7](=[O:12])[CH2:6]2)#[N:2].[Cl:13][C:14]1[N:19]=[CH:18][C:17]([S:20]([N:23]2[CH2:28][CH2:27][N:26]([CH2:29][CH3:30])[CH2:25][CH2:24]2)(=[O:22])=[O:21])=[CH:16][CH:15]=1, predict the reaction product. The product is: [ClH:13].[CH2:29]([N:26]1[CH2:27][CH2:28][N:23]([S:20]([C:17]2[CH:16]=[CH:15][C:14]([C:6]3[C:5]4[C:9](=[CH:10][CH:11]=[C:3]([C:1]#[N:2])[CH:4]=4)[NH:8][C:7]=3[OH:12])=[N:19][CH:18]=2)(=[O:22])=[O:21])[CH2:24][CH2:25]1)[CH3:30]. (6) Given the reactants [CH3:1][O:2][C:3](=[O:23])[CH:4]=[CH:5][C:6]1[CH:11]=[CH:10][C:9]([NH:12][CH2:13][CH2:14][N:15]([CH2:18][CH3:19])[CH2:16][CH3:17])=[C:8]([N+:20]([O-])=O)[CH:7]=1, predict the reaction product. The product is: [CH3:1][O:2][C:3](=[O:23])[CH:4]=[CH:5][C:6]1[CH:11]=[CH:10][C:9]([NH:12][CH2:13][CH2:14][N:15]([CH2:16][CH3:17])[CH2:18][CH3:19])=[C:8]([NH2:20])[CH:7]=1.